Dataset: Forward reaction prediction with 1.9M reactions from USPTO patents (1976-2016). Task: Predict the product of the given reaction. (1) Given the reactants Br[C:2]1[CH:7]=[CH:6][C:5]([O:8][CH3:9])=[CH:4][C:3]=1[NH:10][C:11](=[O:16])[C:12]([CH3:15])([CH3:14])[CH3:13].C([Li])CCC.[B:22](OC(C)C)([O:27]C(C)C)[O:23]C(C)C.[Cl-].[NH4+], predict the reaction product. The product is: [CH3:13][C:12]([CH3:15])([CH3:14])[C:11]([NH:10][C:3]1[CH:4]=[C:5]([O:8][CH3:9])[CH:6]=[CH:7][C:2]=1[B:22]([OH:27])[OH:23])=[O:16]. (2) Given the reactants [F:1][C:2]1[CH:7]=[C:6]([F:8])[CH:5]=[CH:4][C:3]=1[S:9]([NH:12][C:13]1[C:14]([O:28][CH3:29])=[N:15][CH:16]=[C:17](B2OC(C)(C)C(C)(C)O2)[CH:18]=1)(=[O:11])=[O:10].Cl[C:31]1[CH:36]=[CH:35][N:34]2[N:37]=[CH:38][C:39]([C:40]#[N:41])=[C:33]2[N:32]=1.C(Cl)Cl.C([O-])([O-])=O.[Na+].[Na+], predict the reaction product. The product is: [C:40]([C:39]1[CH:38]=[N:37][N:34]2[CH:35]=[CH:36][C:31]([C:17]3[CH:18]=[C:13]([NH:12][S:9]([C:3]4[CH:4]=[CH:5][C:6]([F:8])=[CH:7][C:2]=4[F:1])(=[O:10])=[O:11])[C:14]([O:28][CH3:29])=[N:15][CH:16]=3)=[N:32][C:33]=12)#[N:41]. (3) Given the reactants [C:1]([C:3]1[CH:4]=[C:5]([CH:9]=[CH:10][CH:11]=1)[C:6]([OH:8])=[O:7])#[N:2].[N-:12]=[N+:13]=[N-:14].[Na+].Cl.[CH2:17](N(CC)CC)C, predict the reaction product. The product is: [CH3:17][O:7][C:6](=[O:8])[C:5]1[CH:9]=[CH:10][CH:11]=[C:3]([C:1]2[N:2]=[N:12][NH:13][N:14]=2)[CH:4]=1. (4) Given the reactants [C:1]1([N:7]2[CH2:12][CH2:11][NH:10][CH2:9][CH2:8]2)[CH:6]=[CH:5][CH:4]=[CH:3][CH:2]=1.C(N(CC)CC)C.ClC(Cl)(O[C:24](=[O:30])OC(Cl)(Cl)Cl)Cl.[CH3:32][N:33]([CH3:59])[CH2:34][CH2:35][C@@H:36]([NH:45][C:46]1[CH:51]=[CH:50][C:49]([S:52]([NH2:55])(=[O:54])=[O:53])=[CH:48][C:47]=1[N+:56]([O-:58])=[O:57])[CH2:37][S:38][C:39]1[CH:44]=[CH:43][CH:42]=[CH:41][CH:40]=1, predict the reaction product. The product is: [CH3:59][N:33]([CH3:32])[CH2:34][CH2:35][C@@H:36]([NH:45][C:46]1[CH:51]=[CH:50][C:49]([S:52]([NH:55][C:24]([N:10]2[CH2:11][CH2:12][N:7]([C:1]3[CH:6]=[CH:5][CH:4]=[CH:3][CH:2]=3)[CH2:8][CH2:9]2)=[O:30])(=[O:53])=[O:54])=[CH:48][C:47]=1[N+:56]([O-:58])=[O:57])[CH2:37][S:38][C:39]1[CH:40]=[CH:41][CH:42]=[CH:43][CH:44]=1. (5) Given the reactants [C:1]12([C:11]3[CH:27]=[CH:26][C:14]([O:15][CH2:16][C:17]([N:19]4[CH2:24][CH2:23][N:22]([CH3:25])[CH2:21][CH2:20]4)=[O:18])=[CH:13][CH:12]=3)[CH2:10][CH:5]3[CH2:6][CH:7]([CH2:9][CH:3]([CH2:4]3)[CH2:2]1)[CH2:8]2.[C:28]([OH:40])(=[O:39])[CH2:29][C:30]([CH2:35][C:36]([OH:38])=[O:37])([C:32]([OH:34])=[O:33])[OH:31], predict the reaction product. The product is: [C:28]([CH2:29][C:30]([CH2:35][C:36]([OH:38])=[O:37])([OH:31])[C:32]([O-:34])=[O:33])([OH:40])=[O:39].[C:1]12([C:11]3[CH:27]=[CH:26][C:14]([O:15][CH2:16][C:17]([N:19]4[CH2:24][CH2:23][NH+:22]([CH3:25])[CH2:21][CH2:20]4)=[O:18])=[CH:13][CH:12]=3)[CH2:10][CH:5]3[CH2:6][CH:7]([CH2:9][CH:3]([CH2:4]3)[CH2:2]1)[CH2:8]2. (6) Given the reactants [Cl:1][C:2]1[CH:19]=[C:18]([F:20])[C:17]([N:21]2[C:26](=[O:27])[CH:25]=[C:24]([C:28]([F:31])([F:30])[F:29])[N:23]([CH3:32])[C:22]2=[O:33])=[CH:16][C:3]=1[O:4][C:5]1(C(OC)=O)[CH2:10][CH:9]=[CH:8][NH:7][C:6]1=[O:11].[Cl-].[Li+].CS(C)=O, predict the reaction product. The product is: [Cl:1][C:2]1[CH:19]=[C:18]([F:20])[C:17]([N:21]2[C:26](=[O:27])[CH:25]=[C:24]([C:28]([F:31])([F:30])[F:29])[N:23]([CH3:32])[C:22]2=[O:33])=[CH:16][C:3]=1[O:4][CH:5]1[CH2:10][CH:9]=[CH:8][NH:7][C:6]1=[O:11]. (7) The product is: [C:1]([C:3]1[CH:4]=[C:5]([C:12]([N:30]([CH2:29][C@H:28]([C:25]2[CH:24]=[CH:23][C:22]([F:21])=[CH:27][CH:26]=2)[CH2:32][CH:33]=[CH2:34])[CH3:31])=[O:14])[C:6]2[CH2:7][CH2:8][CH2:9][C:10]=2[CH:11]=1)#[N:2]. Given the reactants [C:1]([C:3]1[CH:4]=[C:5]([C:12]([OH:14])=O)[C:6]2[CH2:7][CH2:8][CH2:9][C:10]=2[CH:11]=1)#[N:2].C(Cl)(=O)C(Cl)=O.[F:21][C:22]1[CH:27]=[CH:26][C:25]([C@H:28]([CH2:32][CH:33]=[CH2:34])[CH2:29][NH:30][CH3:31])=[CH:24][CH:23]=1.C(N(CC)CC)C, predict the reaction product.